This data is from Full USPTO retrosynthesis dataset with 1.9M reactions from patents (1976-2016). The task is: Predict the reactants needed to synthesize the given product. (1) Given the product [Br:1][C:2]1[N:6]([CH2:7][CH3:8])[C:5]([CH2:9][OH:10])=[N:4][C:3]=1[CH3:11], predict the reactants needed to synthesize it. The reactants are: [Br:1][C:2]1[N:6]([CH2:7][CH3:8])[C:5]([CH:9]=[O:10])=[N:4][C:3]=1[CH3:11].[BH4-].[Na+]. (2) Given the product [CH3:16][Si:15]([CH3:18])([CH3:17])[C:11]1[C:8]2[S:9][C:10]3[C:2]([NH2:19])=[CH:3][CH:4]=[CH:5][C:6]=3[C:7]=2[CH:14]=[CH:13][CH:12]=1, predict the reactants needed to synthesize it. The reactants are: Br[C:2]1[C:10]2[S:9][C:8]3[C:11]([Si:15]([CH3:18])([CH3:17])[CH3:16])=[CH:12][CH:13]=[CH:14][C:7]=3[C:6]=2[CH:5]=[CH:4][CH:3]=1.[NH3:19]. (3) Given the product [CH:10]([N:7]([CH:12]([CH3:16])[CH3:13])[CH2:8][CH3:9])([CH3:11])[CH3:2].[CH2:21]1[CH2:20][CH2:19][N:7]2[C:23](=[N:26][CH2:24][CH2:25][CH2:5]2)[CH2:17][CH2:22]1.[C:2]([O:15][CH:17]([CH3:23])[CH3:18])(=[O:1])[CH3:3], predict the reactants needed to synthesize it. The reactants are: [O-:1][CH2:2][CH3:3].[Na+].[CH2:5]([N:7]([CH2:10][CH3:11])[CH2:8][CH3:9])C.[CH2:12]1[CH2:16][O:15]C[CH2:13]1.[C:17]1([CH3:23])[CH:22]=[CH:21][CH:20]=[CH:19][CH:18]=1.[C:24](#[N:26])[CH3:25]. (4) Given the product [CH2:1]=[CH:2][CH:3]=[CH2:4].[CH2:1]=[CH:2][C:3]1[CH:8]=[CH:7][CH:6]=[CH:5][CH:4]=1, predict the reactants needed to synthesize it. The reactants are: [CH2:1]=[CH:2][C:3]1[CH:8]=[CH:7][CH:6]=[CH:5][CH:4]=1.C=CC=C.C([Li])(CC)C.BrC(Br)C. (5) The reactants are: Cl.[NH2:2][CH:3]([C:16]1[CH:21]=[CH:20][C:19]([Br:22])=[CH:18][CH:17]=1)[C:4]([C@@H:6]1[CH2:11][CH2:10][CH2:9][CH2:8][C@H:7]1[C:12]([O:14][CH3:15])=[O:13])=[O:5].[F:23][C:24]1[CH:25]=[C:26]([CH:30]=[CH:31][C:32]=1[F:33])[C:27](Cl)=[O:28].CCN(C(C)C)C(C)C. Given the product [Br:22][C:19]1[CH:18]=[CH:17][C:16]([CH:3]([NH:2][C:27](=[O:28])[C:26]2[CH:30]=[CH:31][C:32]([F:33])=[C:24]([F:23])[CH:25]=2)[C:4]([C@@H:6]2[CH2:11][CH2:10][CH2:9][CH2:8][C@H:7]2[C:12]([O:14][CH3:15])=[O:13])=[O:5])=[CH:21][CH:20]=1, predict the reactants needed to synthesize it. (6) Given the product [S:1]([NH:5][CH:8]1[CH2:9][O:6][CH2:7]1)(=[O:3])(=[O:2])[NH2:4], predict the reactants needed to synthesize it. The reactants are: [S:1]([NH2:5])([NH2:4])(=[O:3])=[O:2].[O:6]1[CH2:9][CH:8](N)[CH2:7]1.